This data is from Reaction yield outcomes from USPTO patents with 853,638 reactions. The task is: Predict the reaction yield, written as a fraction of the theoretical maximum amount of product (1.0 means a 100% yield; for example, 0.34 means a 34% yield). (1) The reactants are [F:1][C:2]([F:18])([C:12]1[CH:17]=[CH:16][CH:15]=[CH:14][CH:13]=1)[C:3](=[O:11])[CH2:4]P(=O)(OC)OC.O.[OH-].[Li+].[C:22]([O:25][C@@H:26]1[C@H:30]([CH2:31][CH2:32][CH2:33][CH2:34][CH2:35][CH2:36][C:37]([O:39][CH3:40])=[O:38])[C@@H:29]([CH:41]=O)[C@H:28]([O:43][CH:44]2[CH2:49][CH2:48][CH2:47][CH2:46][O:45]2)[CH2:27]1)(=[O:24])[CH3:23]. The product is [C:22]([O:25][C@@H:26]1[C@H:30]([CH2:31][CH2:32][CH2:33][CH2:34][CH2:35][CH2:36][C:37]([O:39][CH3:40])=[O:38])[C@@H:29](/[CH:41]=[CH:4]/[C:3](=[O:11])[C:2]([F:1])([F:18])[C:12]2[CH:13]=[CH:14][CH:15]=[CH:16][CH:17]=2)[C@H:28]([O:43][CH:44]2[CH2:49][CH2:48][CH2:47][CH2:46][O:45]2)[CH2:27]1)(=[O:24])[CH3:23]. The yield is 0.744. The catalyst is COC(C)(C)C.O. (2) The reactants are [Cl:1][C:2]1[CH:3]=[C:4]([CH:9]=[CH:10][C:11]=1[CH3:12])[C:5]([O:7][CH3:8])=[O:6].[Br:13]N1C(=O)CCC1=O.N(C(C)(C)C#N)=NC(C)(C)C#N. The catalyst is C(Cl)(Cl)(Cl)Cl. The product is [Br:13][CH2:12][C:11]1[CH:10]=[CH:9][C:4]([C:5]([O:7][CH3:8])=[O:6])=[CH:3][C:2]=1[Cl:1]. The yield is 0.190. (3) The reactants are O[Li:2].O.C([O:6][C:7]([C:9]1[O:10][C:11]([C:14]2[CH:19]=[CH:18][N:17]=[CH:16][CH:15]=2)=[CH:12][N:13]=1)=[O:8])C.CO. The catalyst is O.C1COCC1. The product is [N:17]1[CH:18]=[CH:19][C:14]([C:11]2[O:10][C:9]([C:7]([O-:8])=[O:6])=[N:13][CH:12]=2)=[CH:15][CH:16]=1.[Li+:2]. The yield is 1.00. (4) The reactants are C[O:2][C:3]1[CH:19]=[CH:18][C:6]([C:7]([C:9]2[CH:14]=[CH:13][C:12]([N+:15]([O-:17])=[O:16])=[CH:11][CH:10]=2)=[O:8])=[CH:5][CH:4]=1.Br. The catalyst is C(O)(=O)C. The product is [OH:2][C:3]1[CH:19]=[CH:18][C:6]([C:7]([C:9]2[CH:14]=[CH:13][C:12]([N+:15]([O-:17])=[O:16])=[CH:11][CH:10]=2)=[O:8])=[CH:5][CH:4]=1. The yield is 0.810.